Dataset: Forward reaction prediction with 1.9M reactions from USPTO patents (1976-2016). Task: Predict the product of the given reaction. (1) Given the reactants [Br:1][C:2]1[CH:10]=[C:9]([C:11]([OH:13])=[O:12])[CH:8]=[CH:7][C:3]=1[C:4]([OH:6])=[O:5].S(=O)(=O)(O)O.[N+:19]([O-])([OH:21])=[O:20], predict the reaction product. The product is: [Br:1][C:2]1[CH:10]=[C:9]([C:11]([OH:13])=[O:12])[C:8]([N+:19]([O-:21])=[O:20])=[CH:7][C:3]=1[C:4]([OH:6])=[O:5]. (2) Given the reactants [C:1]([O:5][C:6]([NH:8][C@@H:9]([CH2:14][C:15]([F:18])([F:17])[CH3:16])[C:10](OC)=[O:11])=[O:7])([CH3:4])([CH3:3])[CH3:2].[H-].[Al+3].[Li+].[H-].[H-].[H-], predict the reaction product. The product is: [F:17][C:15]([F:18])([CH3:16])[CH2:14][C@H:9]([NH:8][C:6](=[O:7])[O:5][C:1]([CH3:2])([CH3:3])[CH3:4])[CH2:10][OH:11]. (3) Given the reactants C([O:8][C:9]1[CH:30]=[C:29]([Cl:31])[C:12]([CH2:13][C@@H:14]2[CH2:18][CH2:17][N:16]([CH:19]3[CH2:27][CH2:26][CH2:25][C:24]4[NH:23][N:22]=[CH:21][C:20]3=4)[C:15]2=[O:28])=[C:11]([Cl:32])[CH:10]=1)C1C=CC=CC=1, predict the reaction product. The product is: [Cl:31][C:29]1[CH:30]=[C:9]([OH:8])[CH:10]=[C:11]([Cl:32])[C:12]=1[CH2:13][C@@H:14]1[CH2:18][CH2:17][N:16]([CH:19]2[CH2:27][CH2:26][CH2:25][C:24]3[NH:23][N:22]=[CH:21][C:20]2=3)[C:15]1=[O:28]. (4) Given the reactants [Cl:1][C:2]1[CH:9]=[C:8]([N:10]([CH2:16][C:17]2[CH:22]=[CH:21][CH:20]=[CH:19][C:18]=2[F:23])[C@H:11]2[CH2:15][CH2:14][NH:13][CH2:12]2)[CH:7]=[CH:6][C:3]=1[C:4]#[N:5].[F:24][C:25]([F:32])([F:31])[CH2:26][S:27](Cl)(=[O:29])=[O:28], predict the reaction product. The product is: [Cl:1][C:2]1[CH:9]=[C:8]([N:10]([CH2:16][C:17]2[CH:22]=[CH:21][CH:20]=[CH:19][C:18]=2[F:23])[C@H:11]2[CH2:15][CH2:14][N:13]([S:27]([CH2:26][C:25]([F:32])([F:31])[F:24])(=[O:29])=[O:28])[CH2:12]2)[CH:7]=[CH:6][C:3]=1[C:4]#[N:5].